Dataset: Full USPTO retrosynthesis dataset with 1.9M reactions from patents (1976-2016). Task: Predict the reactants needed to synthesize the given product. (1) Given the product [CH3:19][C:4]1[C:3]([CH2:2][C:20]#[N:21])=[CH:8][CH:7]=[C:6]([C:9]2[CH:14]=[CH:13][C:12]([C:15]([F:18])([F:17])[F:16])=[CH:11][CH:10]=2)[N:5]=1, predict the reactants needed to synthesize it. The reactants are: Cl[CH2:2][C:3]1[C:4]([CH3:19])=[N:5][C:6]([C:9]2[CH:14]=[CH:13][C:12]([C:15]([F:18])([F:17])[F:16])=[CH:11][CH:10]=2)=[CH:7][CH:8]=1.[C-:20]#[N:21].[Na+].O. (2) Given the product [CH2:1]([CH:8]1[CH2:13][CH2:12][N:11]([C:14](=[O:26])[C:15]([NH:17][C:18]2[CH:23]=[CH:22][C:21]([Cl:29])=[CH:20][C:19]=2[CH3:25])=[O:16])[CH2:10][CH2:9]1)[C:2]1[CH:7]=[CH:6][CH:5]=[CH:4][CH:3]=1, predict the reactants needed to synthesize it. The reactants are: [CH2:1]([CH:8]1[CH2:13][CH2:12][N:11]([C:14](=[O:26])[C:15]([NH:17][C:18]2[CH:23]=[CH:22][C:21](O)=[CH:20][C:19]=2[CH3:25])=[O:16])[CH2:10][CH2:9]1)[C:2]1[CH:7]=[CH:6][CH:5]=[CH:4][CH:3]=1.S(Cl)([Cl:29])=O. (3) Given the product [Cl:13][C:5]1[C:4]2[C:9](=[CH:10][CH:11]=[C:2]([NH:18][CH2:17][C:16]3[CH:19]=[CH:20][CH:21]=[C:22]([CH3:23])[C:15]=3[CH3:14])[CH:3]=2)[C:8](=[O:12])[NH:7][N:6]=1, predict the reactants needed to synthesize it. The reactants are: Br[C:2]1[CH:3]=[C:4]2[C:9](=[CH:10][CH:11]=1)[C:8](=[O:12])[NH:7][N:6]=[C:5]2[Cl:13].[CH3:14][C:15]1[C:22]([CH3:23])=[CH:21][CH:20]=[CH:19][C:16]=1[CH2:17][NH2:18].C1C=CC(P(C2C(C3C(P(C4C=CC=CC=4)C4C=CC=CC=4)=CC=C4C=3C=CC=C4)=C3C(C=CC=C3)=CC=2)C2C=CC=CC=2)=CC=1.CC([O-])(C)C.[Na+]. (4) Given the product [NH2:40][C:39]1[S:41]/[C:35](=[CH:16]\[C:13]2[CH:14]=[C:15]3[C:10](=[CH:11][CH:12]=2)[N:9]=[CH:8][C:7]([C:18]#[N:19])=[C:6]3[S:5][C:1]([CH3:4])([CH3:3])[CH3:2])/[C:36](=[O:37])[N:38]=1, predict the reactants needed to synthesize it. The reactants are: [C:1]([S:5][C:6]1[C:15]2[C:10](=[CH:11][CH:12]=[C:13]([CH:16]=O)[CH:14]=2)[N:9]=[CH:8][C:7]=1[C:18]#[N:19])([CH3:4])([CH3:3])[CH3:2].COC1C=CC(/C=[C:35]2/[C:36]([NH:38][C:39]([S:41]/2)=[NH:40])=[O:37])=CC=1OC1CCCC1.C([O-])(=O)C.[Na+]. (5) Given the product [Cl:16][C:11]1[CH:12]=[CH:13][CH:14]=[CH:15][C:10]=1[NH:9][C:7]([C:5]1[S:6][C:2]([C:26]2[C:18]([CH3:17])=[CH:19][C:20]3[S:24][CH:23]=[N:22][C:21]=3[CH:25]=2)=[CH:3][CH:4]=1)=[O:8], predict the reactants needed to synthesize it. The reactants are: Br[C:2]1[S:6][C:5]([C:7]([NH:9][C:10]2[CH:15]=[CH:14][CH:13]=[CH:12][C:11]=2[Cl:16])=[O:8])=[CH:4][CH:3]=1.[CH3:17][C:18]1[C:26](B2OC(C)(C)C(C)(C)O2)=[CH:25][C:21]2[N:22]=[CH:23][S:24][C:20]=2[CH:19]=1.C(=O)([O-])[O-].[Na+].[Na+].CC(=O)OCC.[Cl-].[Na+].O. (6) Given the product [C:38]([NH:1][C:2]1[CH:30]=[CH:29][C:5]([C:6]([NH:8][CH2:9][CH2:10][NH:11][C:12]([C:14]2[C:15]([C:25]([F:28])([F:27])[F:26])=[N:16][N:17]([C:19]3[CH:24]=[CH:23][CH:22]=[CH:21][CH:20]=3)[CH:18]=2)=[O:13])=[O:7])=[CH:4][N:3]=1)(=[O:40])[CH3:39], predict the reactants needed to synthesize it. The reactants are: [NH2:1][C:2]1[CH:30]=[CH:29][C:5]([C:6]([NH:8][CH2:9][CH2:10][NH:11][C:12]([C:14]2[C:15]([C:25]([F:28])([F:27])[F:26])=[N:16][N:17]([C:19]3[CH:24]=[CH:23][CH:22]=[CH:21][CH:20]=3)[CH:18]=2)=[O:13])=[O:7])=[CH:4][N:3]=1.C(N(CC)CC)C.[C:38](Cl)(=[O:40])[CH3:39].